The task is: Predict which catalyst facilitates the given reaction.. This data is from Catalyst prediction with 721,799 reactions and 888 catalyst types from USPTO. (1) Reactant: [N+:1]([C:4]1[CH:5]=[C:6]([CH:10]=[C:11]([C:13]([F:16])([F:15])[F:14])[CH:12]=1)[C:7](O)=[O:8])([O-:3])=[O:2].S(C)C. Product: [N+:1]([C:4]1[CH:5]=[C:6]([CH2:7][OH:8])[CH:10]=[C:11]([C:13]([F:14])([F:15])[F:16])[CH:12]=1)([O-:3])=[O:2]. The catalyst class is: 1. (2) Reactant: [Cl:1][C:2]1[CH:7]=[C:6]([CH2:8][OH:9])[C:5]([O:10][CH3:11])=[CH:4][C:3]=1[OH:12].Br[CH2:14][C:15]([O:17][CH2:18][CH3:19])=[O:16].C(=O)([O-])[O-].[K+].[K+]. The catalyst class is: 10. Product: [Cl:1][C:2]1[CH:7]=[C:6]([CH2:8][OH:9])[C:5]([O:10][CH3:11])=[CH:4][C:3]=1[O:12][CH2:14][C:15]([O:17][CH2:18][CH3:19])=[O:16]. (3) Reactant: CN1C2C(N3CCN(C)CC3)=CC=CC=2N=C1CN1[C@H]2[C@H](CCC3C2=NC=CC=3)CCC1.[NH:33]1[C@H:46]2[C@H:37]([CH2:38][CH2:39][C:40]3[C:45]2=[N:44][CH:43]=[CH:42][CH:41]=3)[CH2:36][CH2:35][CH2:34]1.[CH:47]([C:49]1[N:53]([CH3:54])[C:52]2[C:55]([N:59]3[CH2:64][CH2:63][N:62]([C:65]([O:67][C:68]([CH3:71])([CH3:70])[CH3:69])=[O:66])[CH2:61][CH2:60]3)=[CH:56][CH:57]=[CH:58][C:51]=2[N:50]=1)=O.C(O)(=O)C.[BH-](OC(C)=O)(OC(C)=O)OC(C)=O.[Na+]. Product: [N:44]1([CH2:47][C:49]2[N:53]([CH3:54])[C:52]3[C:55]([N:59]4[CH2:60][CH2:61][N:62]([C:65]([O:67][C:68]([CH3:71])([CH3:70])[CH3:69])=[O:66])[CH2:63][CH2:64]4)=[CH:56][CH:57]=[CH:58][C:51]=3[N:50]=2)[C@H:45]2[C@H:40]([CH2:39][CH2:38][C:37]3[C:46]2=[N:33][CH:34]=[CH:35][CH:36]=3)[CH2:41][CH2:42][CH2:43]1. The catalyst class is: 26.